This data is from Full USPTO retrosynthesis dataset with 1.9M reactions from patents (1976-2016). The task is: Predict the reactants needed to synthesize the given product. Given the product [F:23][C:4]([F:3])([F:22])[C:5]1[CH:6]=[CH:7][C:8]([C:11]2[CH:12]=[C:13]3[C:18](=[CH:19][CH:20]=2)[NH:17][C:16](=[O:21])[CH:15]=[N:14]3)=[CH:9][CH:10]=1, predict the reactants needed to synthesize it. The reactants are: OO.[F:3][C:4]([F:23])([F:22])[C:5]1[CH:10]=[CH:9][C:8]([C:11]2[CH:12]=[C:13]3[C:18](=[CH:19][CH:20]=2)[NH:17][C:16](=[O:21])[CH2:15][NH:14]3)=[CH:7][CH:6]=1.[OH-].[Na+].O1CCOCC1.